From a dataset of Full USPTO retrosynthesis dataset with 1.9M reactions from patents (1976-2016). Predict the reactants needed to synthesize the given product. (1) Given the product [F:5][CH2:6][C:7]1[N:9]=[C:12]([OH:13])[CH:11]=[C:10]([OH:17])[N:8]=1, predict the reactants needed to synthesize it. The reactants are: C[O-].[Na+].Cl.[F:5][CH2:6][C:7]([NH2:9])=[NH:8].[C:10](OCC)(=[O:17])[CH2:11][C:12](OCC)=[O:13]. (2) Given the product [F:40][C:20]1[CH:19]=[C:18]([C:11]2[CH:10]=[N:9][C:8]3[C:13](=[CH:14][C:15]([O:16][CH3:17])=[C:6]([O:5][CH:3]4[CH2:2][N:1]([CH3:44])[CH2:4]4)[CH:7]=3)[N:12]=2)[CH:23]=[CH:22][C:21]=1[CH2:24][C:25]([NH:27][C:28]1[CH:32]=[C:31]([C:33]2([C:36]([F:39])([F:37])[F:38])[CH2:34][CH2:35]2)[O:30][N:29]=1)=[O:26], predict the reactants needed to synthesize it. The reactants are: [NH:1]1[CH2:4][CH:3]([O:5][C:6]2[CH:7]=[C:8]3[C:13](=[CH:14][C:15]=2[O:16][CH3:17])[N:12]=[C:11]([C:18]2[CH:23]=[CH:22][C:21]([CH2:24][C:25]([NH:27][C:28]4[CH:32]=[C:31]([C:33]5([C:36]([F:39])([F:38])[F:37])[CH2:35][CH2:34]5)[O:30][N:29]=4)=[O:26])=[C:20]([F:40])[CH:19]=2)[CH:10]=[N:9]3)[CH2:2]1.C=O.[BH3-][C:44]#N.[Na+]. (3) Given the product [F:1][C:2]([C:12]1[CH:17]=[CH:16][C:15]([C:25]2[CH:26]=[CH:27][C:22]([C:19]([OH:21])=[O:20])=[CH:23][CH:24]=2)=[CH:14][CH:13]=1)([CH3:11])[CH2:3][NH:4][S:5]([CH:8]([CH3:10])[CH3:9])(=[O:7])=[O:6], predict the reactants needed to synthesize it. The reactants are: [F:1][C:2]([C:12]1[CH:17]=[CH:16][C:15](I)=[CH:14][CH:13]=1)([CH3:11])[CH2:3][NH:4][S:5]([CH:8]([CH3:10])[CH3:9])(=[O:7])=[O:6].[C:19]([C:22]1[CH:27]=[CH:26][C:25](B(O)O)=[CH:24][CH:23]=1)([OH:21])=[O:20].C([O-])([O-])=O.[Na+].[Na+].O.Cl. (4) Given the product [CH3:23][C:22]1[O:15][N:16]=[C:1]([CH2:3][O:4][C:5]2[CH:6]=[CH:7][C:8]([N+:11]([O-:13])=[O:12])=[CH:9][CH:10]=2)[N:2]=1, predict the reactants needed to synthesize it. The reactants are: [C:1]([CH2:3][O:4][C:5]1[CH:10]=[CH:9][C:8]([N+:11]([O-:13])=[O:12])=[CH:7][CH:6]=1)#[N:2].Cl.[OH:15][NH2:16].C(N([CH2:22][CH3:23])CC)C. (5) Given the product [N:24]1[CH:25]=[CH:26][C:21]([CH2:20][N:1]2[CH2:12][CH2:11][N:10]([CH2:20][C:21]3[CH:26]=[CH:25][N:24]=[CH:23][N:22]=3)[CH2:9][CH2:8][N:7]([CH2:20][C:21]3[CH:26]=[CH:25][N:24]=[CH:23][N:22]=3)[CH2:6][CH2:5][N:4]([CH2:20][C:21]3[CH:26]=[CH:25][N:24]=[CH:23][N:22]=3)[CH2:3][CH2:2]2)=[N:22][CH:23]=1, predict the reactants needed to synthesize it. The reactants are: [NH:1]1[CH2:12][CH2:11][NH:10][CH2:9][CH2:8][NH:7][CH2:6][CH2:5][NH:4][CH2:3][CH2:2]1.C([O-])([O-])=O.[Cs+].[Cs+].Cl[CH2:20][C:21]1[CH:26]=[CH:25][N:24]=[CH:23][N:22]=1. (6) The reactants are: [C:1]([O:5][C:6]([C@H:8]([CH2:13]I)[C:9]([O:11][CH3:12])=[O:10])=[O:7])([CH3:4])([CH3:3])[CH3:2].Br[C:16]1[O:17][C:18]2[CH:24]=[CH:23][CH:22]=[CH:21][C:19]=2[CH:20]=1. Given the product [O:17]1[C:18]2[CH:24]=[CH:23][CH:22]=[CH:21][C:19]=2[CH:20]=[C:16]1[CH2:13][C@H:8]([C:6]([O:5][C:1]([CH3:4])([CH3:3])[CH3:2])=[O:7])[C:9]([O:11][CH3:12])=[O:10], predict the reactants needed to synthesize it. (7) The reactants are: [Br:1][C:2]1[S:6][C:5]([NH2:7])=[N:4][C:3]=1[CH3:8].[C:9]([O:13][C:14](O[C:14]([O:13][C:9]([CH3:12])([CH3:11])[CH3:10])=[O:15])=[O:15])([CH3:12])([CH3:11])[CH3:10]. Given the product [C:9]([O:13][C:14](=[O:15])[NH:7][C:5]1[S:6][C:2]([Br:1])=[C:3]([CH3:8])[N:4]=1)([CH3:12])([CH3:11])[CH3:10], predict the reactants needed to synthesize it.